Dataset: Reaction yield outcomes from USPTO patents with 853,638 reactions. Task: Predict the reaction yield, written as a fraction of the theoretical maximum amount of product (1.0 means a 100% yield; for example, 0.34 means a 34% yield). (1) The reactants are [CH2:1]([O:8][CH2:9][C@H:10]([NH:13][C:14]1[S:15][CH:16]=[C:17]([C:19]2[CH:24]=[CH:23][C:22]([Br:25])=[CH:21][CH:20]=2)[N:18]=1)[CH2:11][OH:12])[C:2]1[CH:7]=[CH:6][CH:5]=[CH:4][CH:3]=1.C(N(CC)CC)C.Cl[C:34](Cl)([O:36]C(=O)OC(Cl)(Cl)Cl)Cl. The catalyst is C(Cl)Cl. The product is [CH2:1]([O:8][CH2:9][C@H:10]1[CH2:11][O:12][C:34](=[O:36])[N:13]1[C:14]1[S:15][CH:16]=[C:17]([C:19]2[CH:20]=[CH:21][C:22]([Br:25])=[CH:23][CH:24]=2)[N:18]=1)[C:2]1[CH:3]=[CH:4][CH:5]=[CH:6][CH:7]=1. The yield is 0.300. (2) The product is [CH2:1]([O:8][C:9]1[C:10]([CH3:17])=[C:11]([CH:12]=[CH:13][CH:14]=1)[CH:15]=[O:16])[C:2]1[CH:3]=[CH:4][CH:5]=[CH:6][CH:7]=1. The catalyst is O1CCCC1. The reactants are [CH2:1]([O:8][C:9]1[C:10]([CH3:17])=[C:11]([CH2:15][OH:16])[CH:12]=[CH:13][CH:14]=1)[C:2]1[CH:7]=[CH:6][CH:5]=[CH:4][CH:3]=1.CC(OI1(OC(C)=O)(OC(C)=O)OC(=O)C2C=CC=CC1=2)=O. The yield is 0.840. (3) The reactants are [NH2:1][C:2]1[N:7]=[CH:6][N:5]=[C:4]2[N:8]([CH2:12][C@H:13]3[CH2:17][CH2:16][CH2:15][N:14]3[C:18]([O:20][C:21]([CH3:24])([CH3:23])[CH3:22])=[O:19])[N:9]=[C:10](I)[C:3]=12.[F:25][C:26]1[CH:27]=[C:28]([CH:45]=[C:46]([F:48])[CH:47]=1)[O:29][C:30]1[CH:35]=[CH:34][C:33](B2OC(C)(C)C(C)(C)O2)=[CH:32][CH:31]=1.O1CCOCC1.C(=O)([O-])[O-].[Na+].[Na+]. The catalyst is O. The product is [NH2:1][C:2]1[N:7]=[CH:6][N:5]=[C:4]2[N:8]([CH2:12][C@H:13]3[CH2:17][CH2:16][CH2:15][N:14]3[C:18]([O:20][C:21]([CH3:24])([CH3:23])[CH3:22])=[O:19])[N:9]=[C:10]([C:33]3[CH:32]=[CH:31][C:30]([O:29][C:28]4[CH:45]=[C:46]([F:48])[CH:47]=[C:26]([F:25])[CH:27]=4)=[CH:35][CH:34]=3)[C:3]=12. The yield is 0.810. (4) The reactants are [Cl:1][C:2]1[CH:10]=[CH:9][CH:8]=[C:7]([CH:11]([C:15]([O:17][CH3:18])=[O:16])[C:12](=O)[CH3:13])[C:3]=1[C:4]([OH:6])=O.[NH2:19][C:20]1[CH:25]=[CH:24][CH:23]=[CH:22][CH:21]=1.C(O[Si](OCC)(OCC)OCC)C.Cl.C(N=C=NCCCN(C)C)C.ON1C2C=CC=CC=2N=N1. The catalyst is CO.O.CN(C)C=O. The product is [CH3:18][O:17][C:15]([C:11]1[C:7]2[C:3](=[C:2]([Cl:1])[CH:10]=[CH:9][CH:8]=2)[C:4](=[O:6])[N:19]([C:20]2[CH:25]=[CH:24][CH:23]=[CH:22][CH:21]=2)[C:12]=1[CH3:13])=[O:16]. The yield is 0.870. (5) The reactants are [CH2:1]([CH:3]([C:6]1[C:7]2[N:8]([C:13]([C:17]3[S:21][C:20](Br)=[N:19][C:18]=3[CH3:23])=[C:14]([CH3:16])[N:15]=2)[N:9]=[C:10]([CH3:12])[CH:11]=1)[CH2:4][CH3:5])[CH3:2].[NH:24]1[CH2:29][CH2:28][O:27][CH2:26][CH2:25]1.C(=O)([O-])[O-].[Cs+].[Cs+]. The catalyst is C1COCC1. The product is [CH2:1]([CH:3]([C:6]1[C:7]2[N:8]([C:13]([C:17]3[S:21][C:20]([N:24]4[CH2:29][CH2:28][O:27][CH2:26][CH2:25]4)=[N:19][C:18]=3[CH3:23])=[C:14]([CH3:16])[N:15]=2)[N:9]=[C:10]([CH3:12])[CH:11]=1)[CH2:4][CH3:5])[CH3:2]. The yield is 0.880.